Task: Predict the product of the given reaction.. Dataset: Forward reaction prediction with 1.9M reactions from USPTO patents (1976-2016) (1) Given the reactants [CH3:1][C:2]1[N:3]=[C:4]([N:10]2[C:14](=[O:15])[N:13]([CH2:16][C:17]3[CH:22]=[CH:21][C:20]([C:23]([F:26])([F:25])[F:24])=[CH:19][CH:18]=3)[N:12]=[CH:11]2)[S:5][C:6]=1[C:7]([OH:9])=O.Cl.CN(C)CCCN=C=NCC.C(N(CC)C(C)C)(C)C.ON1C2C=CC=CC=2N=N1.[NH2:58][CH2:59][C:60]1[CH:61]=[N:62][CH:63]=[CH:64][CH:65]=1, predict the reaction product. The product is: [CH3:1][C:2]1[N:3]=[C:4]([N:10]2[C:14](=[O:15])[N:13]([CH2:16][C:17]3[CH:18]=[CH:19][C:20]([C:23]([F:25])([F:26])[F:24])=[CH:21][CH:22]=3)[N:12]=[CH:11]2)[S:5][C:6]=1[C:7]([NH:58][CH2:59][C:60]1[CH:61]=[N:62][CH:63]=[CH:64][CH:65]=1)=[O:9]. (2) Given the reactants [CH3:1][O:2][CH:3]1[C:8]([O:11][CH3:12])([O:9][CH3:10])[CH2:7][CH2:6][N:5](C(OC(C)(C)C)=O)[CH2:4]1.C(Cl)Cl.FC(F)(F)C(O)=O, predict the reaction product. The product is: [CH3:1][O:2][CH:3]1[C:8]([O:11][CH3:12])([O:9][CH3:10])[CH2:7][CH2:6][NH:5][CH2:4]1. (3) Given the reactants [I:1][C:2]1[CH:10]=[CH:9][C:5]([C:6]([OH:8])=[O:7])=[CH:4][C:3]=1[OH:11].S(=O)(=O)(O)O.O.[C:18](=O)(O)[O-].[Na+], predict the reaction product. The product is: [I:1][C:2]1[CH:10]=[CH:9][C:5]([C:6]([O:8][CH3:18])=[O:7])=[CH:4][C:3]=1[OH:11]. (4) The product is: [C:7]([C:6]1[CH:9]=[C:10]([C:13]2[S:14][C:15]([N:18]3[C:26]([CH3:27])=[C:21]4[CH2:22][N:23]([CH2:30][CH2:29][C:28]([NH2:32])=[O:31])[CH2:24][CH2:25][C:20]4=[N:19]3)=[N:16][N:17]=2)[CH:11]=[CH:12][C:5]=1[O:4][CH:2]([CH3:1])[CH3:3])#[N:8]. Given the reactants [CH3:1][CH:2]([O:4][C:5]1[CH:12]=[CH:11][C:10]([C:13]2[S:14][C:15]([N:18]3[C:26]([CH3:27])=[C:21]4[CH2:22][NH:23][CH2:24][CH2:25][C:20]4=[N:19]3)=[N:16][N:17]=2)=[CH:9][C:6]=1[C:7]#[N:8])[CH3:3].[C:28]([NH2:32])(=[O:31])[CH:29]=[CH2:30], predict the reaction product. (5) Given the reactants Cl.[F:2][C:3]1[CH:4]=[N:5][C:6]([C@@H:9]([NH2:11])[CH3:10])=[N:7][CH:8]=1.Cl[C:13]1[N:14]=[C:15]([NH:33][C:34]2[N:35]=[CH:36][N:37]([CH3:39])[CH:38]=2)[C:16]2[CH:21]=[C:20]([CH3:22])[N:19]([S:23]([C:26]3[CH:31]=[CH:30][C:29]([CH3:32])=[CH:28][CH:27]=3)(=[O:25])=[O:24])[C:17]=2[N:18]=1.CCN(C(C)C)C(C)C, predict the reaction product. The product is: [F:2][C:3]1[CH:4]=[N:5][C:6]([C@@H:9]([NH:11][C:13]2[N:14]=[C:15]([NH:33][C:34]3[N:35]=[CH:36][N:37]([CH3:39])[CH:38]=3)[C:16]3[CH:21]=[C:20]([CH3:22])[N:19]([S:23]([C:26]4[CH:31]=[CH:30][C:29]([CH3:32])=[CH:28][CH:27]=4)(=[O:25])=[O:24])[C:17]=3[N:18]=2)[CH3:10])=[N:7][CH:8]=1. (6) Given the reactants [Br:1]N1C(=O)CCC1=O.[Cl:9][C:10]1[C:15]2[N:16]([CH2:19][C@H:20]3[CH2:25][CH2:24][C@H:23]([CH3:26])[CH2:22][CH2:21]3)[CH:17]=[N:18][C:14]=2[CH:13]=[C:12]([Cl:27])[N:11]=1, predict the reaction product. The product is: [Br:1][C:17]1[N:16]([CH2:19][C@H:20]2[CH2:25][CH2:24][C@H:23]([CH3:26])[CH2:22][CH2:21]2)[C:15]2[C:10]([Cl:9])=[N:11][C:12]([Cl:27])=[CH:13][C:14]=2[N:18]=1. (7) The product is: [OH:38][C:2]1[N:3]([CH2:22][C:23]2[CH:28]=[CH:27][CH:26]=[C:25]([CH2:29][C:30]([O:32][CH3:33])=[O:31])[CH:24]=2)[C:4]2[C:9]([N:10]=1)=[C:8]([NH2:11])[N:7]=[C:6]([O:12][CH2:13][CH2:14][S:15][C:16]1[CH:21]=[CH:20][CH:19]=[CH:18][CH:17]=1)[N:5]=2. Given the reactants Br[C:2]1[N:3]([CH2:22][C:23]2[CH:28]=[CH:27][CH:26]=[C:25]([CH2:29][C:30]([O:32][CH3:33])=[O:31])[CH:24]=2)[C:4]2[C:9]([N:10]=1)=[C:8]([NH2:11])[N:7]=[C:6]([O:12][CH2:13][CH2:14][S:15][C:16]1[CH:21]=[CH:20][CH:19]=[CH:18][CH:17]=1)[N:5]=2.CO.Cl.C(=O)([O-])[OH:38].[Na+], predict the reaction product.